Dataset: Reaction yield outcomes from USPTO patents with 853,638 reactions. Task: Predict the reaction yield, written as a fraction of the theoretical maximum amount of product (1.0 means a 100% yield; for example, 0.34 means a 34% yield). The reactants are CN1CCOCC1.[NH:8]([C:25]([O:27][C:28]([CH3:31])([CH3:30])[CH3:29])=[O:26])[C@H:9]([C:22](O)=[O:23])[CH2:10][C:11]1[CH:16]=[CH:15][C:14]([O:17][C:18]([CH3:21])([CH3:20])[CH3:19])=[CH:13][CH:12]=1.P(F)([O-])([O-])=O.N1(O[P+](N(C)C)(N(C)C)N(C)C)C2C=CC=CC=2N=N1.N1(O[P+](N(C)C)(N(C)C)N(C)C)C2C=CC=CC=2N=N1.N[C@H](C([NH:89][C@H:90]([C:98]([NH2:100])=[O:99])[CH2:91][CH2:92][CH2:93][NH:94][C:95](=[NH:97])[NH2:96])=O)CC1C=CC(O)=CC=1. The catalyst is CN(C)C=O. The product is [NH:8]([C:25]([O:27][C:28]([CH3:31])([CH3:30])[CH3:29])=[O:26])[C@H:9]([C:22]([NH:89][C@H:90]([C:98]([NH2:100])=[O:99])[CH2:91][CH2:92][CH2:93][NH:94][C:95](=[NH:96])[NH2:97])=[O:23])[CH2:10][C:11]1[CH:12]=[CH:13][C:14]([O:17][C:18]([CH3:20])([CH3:21])[CH3:19])=[CH:15][CH:16]=1. The yield is 0.550.